Dataset: Catalyst prediction with 721,799 reactions and 888 catalyst types from USPTO. Task: Predict which catalyst facilitates the given reaction. (1) Reactant: [NH2:1][C:2]1[CH:3]=[C:4]([CH:17]=[CH:18][CH:19]=1)[C:5]([C:7]1[CH:15]=[C:14]2[C:10]([CH2:11][C:12](=[O:16])[NH:13]2)=[CH:9][CH:8]=1)=[O:6].[CH3:20][N:21]1[C:25]([CH:26]=O)=[CH:24][CH:23]([CH3:28])[NH:22]1.C([BH3-])#N.[Na+].C1COCC1. Product: [CH3:20][N:21]1[C:25]([CH2:26][NH:1][C:2]2[CH:3]=[C:4]([CH:17]=[CH:18][CH:19]=2)[C:5]([C:7]2[CH:15]=[C:14]3[C:10]([CH2:11][C:12](=[O:16])[NH:13]3)=[CH:9][CH:8]=2)=[O:6])=[CH:24][C:23]([CH3:28])=[N:22]1. The catalyst class is: 211. (2) Reactant: [Cl:1][C:2]1[C:7]([C:8]#[CH:9])=[C:6](/[N:10]=[N:11]/[N:12]([CH2:15][CH3:16])[CH2:13][CH3:14])[C:5]([C:17]2[CH:22]=[CH:21][CH:20]=[C:19]([F:23])[CH:18]=2)=[C:4]([C:24](=[O:26])[CH3:25])[CH:3]=1.[BH4-].[Na+]. Product: [Cl:1][C:2]1[C:7]([C:8]#[CH:9])=[C:6](/[N:10]=[N:11]/[N:12]([CH2:15][CH3:16])[CH2:13][CH3:14])[C:5]([C:17]2[CH:22]=[CH:21][CH:20]=[C:19]([F:23])[CH:18]=2)=[C:4]([CH:24]([OH:26])[CH3:25])[CH:3]=1. The catalyst class is: 5. (3) The catalyst class is: 6. Reactant: S(O)(O)(=O)=O.[Br:6][C:7]1[CH:15]=[C:14]2[C:10]([C:11](=[O:17])[C:12](=[O:16])[NH:13]2)=[CH:9][C:8]=1[NH:18]C(=O)C. Product: [Br:6][C:7]1[CH:15]=[C:14]2[C:10]([C:11](=[O:17])[C:12](=[O:16])[NH:13]2)=[CH:9][C:8]=1[NH2:18].